From a dataset of Full USPTO retrosynthesis dataset with 1.9M reactions from patents (1976-2016). Predict the reactants needed to synthesize the given product. (1) The reactants are: [F:1][C:2]1[CH:7]=[C:6]([F:8])[CH:5]=[CH:4][C:3]=1[S:9](Cl)(=[O:11])=[O:10].[CH3:13][N:14]1[CH2:19][CH2:18][CH:17]([C:20]2[C:28]3[C:23](=[CH:24][CH:25]=[C:26]([OH:29])[CH:27]=3)[NH:22][CH:21]=2)[CH2:16][CH2:15]1.[OH-].[Na+]. Given the product [CH3:13][N:14]1[CH2:19][CH2:18][CH:17]([C:20]2[C:28]3[C:23](=[CH:24][CH:25]=[C:26]([O:29][S:9]([C:3]4[CH:4]=[CH:5][C:6]([F:8])=[CH:7][C:2]=4[F:1])(=[O:11])=[O:10])[CH:27]=3)[NH:22][CH:21]=2)[CH2:16][CH2:15]1, predict the reactants needed to synthesize it. (2) Given the product [Br:1][C:2]1[CH:11]=[CH:10][C:5]([C:6]([OH:8])=[O:7])=[CH:4][C:3]=1[CH2:12][O:13][CH3:14], predict the reactants needed to synthesize it. The reactants are: [Br:1][C:2]1[CH:11]=[CH:10][C:5]([C:6]([O:8]C)=[O:7])=[CH:4][C:3]=1[CH2:12][O:13][CH3:14].FC1C(C)=C(C2C=CC(C(O)=O)=CC=2COC)C=CC=1.[OH-].[Na+]. (3) Given the product [F:18][C:14]1[CH:13]=[C:12]([C:4]2[C:3]([CH2:19][OH:20])=[CH:2][C:11]3[C:6](=[CH:7][CH:8]=[CH:9][N:10]=3)[N:5]=2)[CH:17]=[CH:16][CH:15]=1, predict the reactants needed to synthesize it. The reactants are: Cl[C:2]1[C:11]2[C:6](=[CH:7][CH:8]=[CH:9][N:10]=2)[N:5]=[C:4]([C:12]2[CH:17]=[CH:16][CH:15]=[C:14]([F:18])[CH:13]=2)[C:3]=1[C:19](OCC)=[O:20].CC(C[AlH]CC(C)C)C.[H-].[Al+3].[Li+].[H-].[H-].[H-].